Dataset: NCI-60 drug combinations with 297,098 pairs across 59 cell lines. Task: Regression. Given two drug SMILES strings and cell line genomic features, predict the synergy score measuring deviation from expected non-interaction effect. (1) Drug 1: C1CC(=O)NC(=O)C1N2CC3=C(C2=O)C=CC=C3N. Drug 2: C1=C(C(=O)NC(=O)N1)N(CCCl)CCCl. Synergy scores: CSS=24.9, Synergy_ZIP=-1.79, Synergy_Bliss=-2.83, Synergy_Loewe=-15.9, Synergy_HSA=-2.49. Cell line: HOP-62. (2) Drug 1: C1CN(CCN1C(=O)CCBr)C(=O)CCBr. Drug 2: COC1=C2C(=CC3=C1OC=C3)C=CC(=O)O2. Cell line: OVCAR3. Synergy scores: CSS=19.8, Synergy_ZIP=-6.18, Synergy_Bliss=0.187, Synergy_Loewe=2.72, Synergy_HSA=-0.434.